This data is from Full USPTO retrosynthesis dataset with 1.9M reactions from patents (1976-2016). The task is: Predict the reactants needed to synthesize the given product. (1) Given the product [CH3:1][N:2]([CH3:24])[C:3]1[N:23]=[C:6]2[CH:7]=[C:8]([NH:11][C:12]([C:14]3[N:18]([CH3:19])[N:17]=[CH:16][C:15]=3[C:20]([N:29]3[CH2:30][CH:27]([F:26])[CH2:28]3)=[O:22])=[O:13])[CH:9]=[CH:10][N:5]2[N:4]=1, predict the reactants needed to synthesize it. The reactants are: [CH3:1][N:2]([CH3:24])[C:3]1[N:23]=[C:6]2[CH:7]=[C:8]([NH:11][C:12]([C:14]3[N:18]([CH3:19])[N:17]=[CH:16][C:15]=3[C:20]([OH:22])=O)=[O:13])[CH:9]=[CH:10][N:5]2[N:4]=1.Cl.[F:26][CH:27]1[CH2:30][NH:29][CH2:28]1.CCCP(=O)=O.C(N(C(C)C)CC)(C)C. (2) Given the product [I:1][C:2]1[CH:10]=[CH:6][C:5]([N+:11]([O-:13])=[O:12])=[CH:4][C:3]=1[C:17]([OH:19])=[O:18], predict the reactants needed to synthesize it. The reactants are: [I:1][C:2]1[CH:3]=[CH:4][C:5]([N+:11]([O-:13])=[O:12])=[C:6]([CH:10]=1)C(O)=O.IC1C=CC=CC=1[C:17]([OH:19])=[O:18].[N+]([O-])(O)=O.C(OC(=O)C1C=CC=CC=1I)C.